Dataset: Drug-target binding data from BindingDB using Ki measurements. Task: Regression. Given a target protein amino acid sequence and a drug SMILES string, predict the binding affinity score between them. We predict pKi (pKi = -log10(Ki in M); higher means stronger inhibition). Dataset: bindingdb_ki. (1) The small molecule is NCCN[C@@H]1CNC[C@@H]1Cc1cccc(N)n1. The target protein sequence is MEENTFGVQQIQPNVISVRLFKRKVGGLGFLVKERVSKPPVIISDLIRGGAAEQSGLIQAGDIILAVNDRPLVDLSYDSALEVLRGIASETHVVLILRGPEGFTTHLETTFTGDGTPKTIRVTQPLGPPTKAVDLSHQPSASKDQSLAVDRVTGLGNGPQHAQGHGQGAGSVSQANGVAIDPTMKSTKANLQDIGEHDELLKEIEPVLSILNSGSKATNRGGPAKAEMKDTGIQVDRDLDGKSHKAPPLGGDNDRVFNDLWGKDNVPVILNNPYSEKEQSPTSGKQSPTKNGSPSRCPRFLKVKNWETDVVLTDTLHLKSTLETGCTEHICMGSIVLPSQHTRKPEDVRTKDQLFPLAKEFLDQYYSSIKRFGSKAHMDRLEEVNKEIESTSTYQLKDTELIYGAKHAWRNASRCVGRIQWSKLQVFDARDCTTAHGMFNYICNHVKYATNKGNLRSAITIFPQRTDGKHDFRVWNSQLIRYAGYKQPDGSTLGDPANVQ.... The pKi is 4.4. (2) The small molecule is CN1C[C@H](C(=O)N[C@]2(C)O[C@@]3(O)[C@@H]4CCCN4C(=O)[C@H](Cc4ccccc4)N3C2=O)C=C2c3cccc4[nH]cc(c34)C[C@H]21. The target protein (Q9R1C8) has sequence MVPEPGPVNSSTPAWGPGPPPAPGGSGWVAAALCVVIVLTAAANSLLIALICTQPALRNTSNFFLVSLFTSDLMVGLVVMPPAMLNALYGRWVLARGLCLLWTAFDVMCCSASILNLCLISLDRYLLILSPLRYKLRMTAPRALALILGAWSLAALASFLPLLLGWHELGKARTSAPGQCRLLASLPYVLVASGVTFFLPSGAICFTYCRILLAARKQAVQVASLTTGTATAGQALETLQVPRTPRPGMESADSRRLTTKHSRKALKASLTLGILLSMFFVTWLPFFVASIAQAVCDCISPGLFDVLTWLGYCNSTMNPIIYPLFMRDFKRALGRFVPCVHCPPEHRASPASPSMWTSHSGARPGLSLQQVLPLPLPPNSDSDSASGGTSGLQLTAQLLLPGEATRDPPPPTRAPTVVNFFVTDSVEPEIRQHPLGSPMN. The pKi is 7.3. (3) The small molecule is O=C(O)c1ccccc1C(=O)c1ccc2c(c1)Cc1ccccc1-2. The target protein (Q00496) has sequence MPKINSFNYNDPVNDRTILYIKPGGCQEFYKSFNIMKNIWIIPERNVIGTTPQDFHPPTSLKNGDSSYYDPNYLQSDEEKDRFLKIVTKIFNRINNNLSGGILLEELSKANPYLGNDNTPDNQFHIGDASAVEIKFSNGSQDILLPNVIIMGAEPDLFETNSSNISLRNNYMPSNHRFGSIAIVTFSPEYSFRFNDNCMNEFIQDPALTLMHELIHSLHGLYGAKGITTKYTITQKQNPLITNIRGTNIEEFLTFGGTDLNIITSAQSNDIYTNLLADYKKIASKLSKVQVSNPLLNPYKDVFEAKYGLDKDASGIYSVNINKFNDIFKKLYSFTEFDLRTKFQVKCRQTYIGQYKYFKLSNLLNDSIYNISEGYNINNLKVNFRGQNANLNPRIITPITGRGLVKKIIRFCKNIVSVKGIRKSICIEINNGELFFVASENSYNDDNINTPKEIDDTVTSNNNYENDLDQVILNFNSESAPGLSDEKLNLTIQNDAYIPK.... The pKi is 5.9. (4) The small molecule is NNC(=O)COP(=O)(O)O. The target protein (P60174) has sequence MAEDGEEAEFHFAALYISGQWPRLRADTDLQRLGSSAMAPSRKFFVGGNWKMNGRKQSLGELIGTLNAAKVPADTEVVCAPPTAYIDFARQKLDPKIAVAAQNCYKVTNGAFTGEISPGMIKDCGATWVVLGHSERRHVFGESDELIGQKVAHALAEGLGVIACIGEKLDEREAGITEKVVFEQTKVIADNVKDWSKVVLAYEPVWAIGTGKTATPQQAQEVHEKLRGWLKSNVSDAVAQSTRIIYGGSVTGATCKELASQPDVDGFLVGGASLKPEFVDIINAKQ. The pKi is 4.0. (5) The small molecule is CCN(CC)C(=O)[C@@H]1C=C2c3cccc4[nH]c(Br)c(c34)C[C@H]2N(C)C1. The pKi is 7.9. The target protein (P30994) has sequence MASSYKMSEQSTISEHILQKTCDHLILTDRSGLKAESAAEEMKQTAENQGNTVHWAALLIFAVIIPTIGGNILVILAVSLEKRLQYATNYFLMSLAVADLLVGLFVMPIALLTIMFEATWPLPLALCPAWLFLDVLFSTASIMHLCAISLDRYIAIKKPIQANQCNSRTTAFVKITVVWLISIGIAIPVPIKGIEADVVNAHNITCELTKDRFGSFMLFGSLAAFFAPLTIMIVTYFLTIHALRKKAYLVRNRPPQRLTRWTVSTVLQREDSSFSSPEKMVMLDGSHKDKILPNSTDETLMRRMSSAGKKPAQTISNEQRASKVLGIVFLFFLLMWCPFFITNVTLALCDSCNQTTLKTLLQIFVWVGYVSSGVNPLIYTLFNKTFREAFGRYITCNYQATKSVKVLRKCSSTLYFGNSMVENSKFFTKHGIRNGINPAMYQSPVRLRSSTIQSSSIILLNTFLTENDGDKVEDQVSYI. (6) The small molecule is O=C(/C=C/c1ccc([N+](=O)[O-])cc1O)c1cc2ccccc2cc1O. The target protein sequence is MSHLLVSPLGGGVQPRLEINNFVKNDRQFSLYVQALDRMYATPQNETASYFQVAGVHGYPLIPFNDAVGPTEFSPFDQWTGYCTHGSTLFPTWHRPYVLILEQILSGHAQQIADTYTVNKSEWKKAATEFRHPYWDWASNSVPPPEVISLPKVTITTPNGQKTSVANPLMRYTFNPVNDGGFYGPYNQWDTTLRQPDSTGVNAKDNVNRLTSVLKNAQASLTRATYDMFNRVTTWPHFSSHTPASGGSTSNSIEAIHDNIHVLVGGNGHMSDPSVAAFDPIFFLHHANVDRLIALWSAIRYDVWTSPGDAQFGTYTLRYKQSVDESTDLAPWWKTQNEYWKSNELRSTESLGYTYPEFVGLDMYNKDAVNKTISRKVAQLYGPQRGGQRSLVEDLSNSHARRSQRLAKRSRLGQLLKGLFSDWSAQIKFNRHEVGQSFSVCLFLGNVPEDPREWLVSPNLVGARHAFVRSVKTDHVAEEIGFIPINQWIAEHTGLPSFAV.... The pKi is 5.0. (7) The compound is CC[C@H](C)[C@H](NC(=O)[C@H](Cc1ccc(O)cc1)NC(=O)[C@H](Cc1cnc[nH]1)NC(=O)[C@H](CCCNC(=N)N)NC(=O)[C@H](CC(C)C)NC(=O)[C@H](C)NC(=O)[C@H](CO)NC(=O)[C@H](Cc1ccc(O)cc1)NC(=O)[C@H](Cc1ccc(O)cc1)NC(=O)[C@H](CCCNC(=N)N)NC(=O)[C@H](C)NC(=O)[C@H](CC(C)C)NC(=O)[C@H](CC(=O)O)NC(=O)[C@H](CCC(=O)O)NC(=O)[C@H](C)NC(=O)[C@@H]1CCCN1C(=O)[C@H](C)NC(=O)[C@H](CC(=O)O)NC(=O)[C@H](CCC(=O)O)NC(=O)CNC(=O)[C@@H]1CCCN1C(=O)[C@H](CC(N)=O)NC(=O)[C@H](CC(=O)O)NC(=O)[C@@H]1CCCN1C(=O)[C@H](CCCCN)NC(=O)[C@H](CO)NC(=O)[C@@H]1CCCN1C(=O)[C@@H](N)Cc1ccc(O)cc1)C(=O)N[C@@H](CC(N)=O)C(=O)N[C@@H](CC(C)C)C(=O)N[C@H](C(=O)N[C@H](C(=O)N[C@@H](CCCNC(=N)N)C(=O)N[C@@H](CCC(N)=O)C(=O)N[C@@H](CCCNC(=N)N)C(=O)N[C@@H](Cc1ccc(O)cc1)C(N)=O)[C@@H](C)O)[C@@H](C)CC. The target protein (Q9Z2D5) has sequence MGPIGTEADENQTVEEIKVEPYGPGHTTPRGELAPDPEPELIDSTKLTEVRVVLILAYCSIILLGVVGNSLVIHVVIKFKSMRTVTNFFIANLAVADLLVNTLCLPFTLTYTLMGEWKMGPVLCHLVPYAQGLAVQVSTVTLTVIALDRHRCIVYHLDSKISKQNSFLIIGLAWGISALLASPLAIFREYSLIEIIPDFEIVACTEKWPGEEKSIYGTVYSLSSLLILYVLPLGIISVSYVRIWSKLKNHVSPGAANDHYHQRRQKTTKMLVFVVVVFAVSWLPLHAFQLAVDIDSQVLDLKEYKLIFTVFHIIAMCSTFANPLLYGWMNSNYRKAFLSAFRCQQRLDAIQSEVCVTGKAKTNVEVEKNHGAADSAEATNV. The pKi is 9.7.